This data is from Catalyst prediction with 721,799 reactions and 888 catalyst types from USPTO. The task is: Predict which catalyst facilitates the given reaction. Reactant: Cl.Cl.[CH3:3][C:4]1[CH:13]=[CH:12][C:11]2[C:6](=[CH:7][CH:8]=[CH:9][C:10]=2[N:14]2[CH2:19][CH2:18][N:17]([CH2:20][CH2:21][CH2:22][C:23]3[C:32]4[O:31][CH2:30][C:29]5=[C:33]([C:36]([O:38]CC)=[O:37])[N:34]=[CH:35][N:28]5[C:27]=4[CH:26]=[CH:25][CH:24]=3)[CH2:16][CH2:15]2)[N:5]=1.[OH-].[Na+].FC(F)(F)C(O)=O. Product: [CH3:3][C:4]1[CH:13]=[CH:12][C:11]2[C:6](=[CH:7][CH:8]=[CH:9][C:10]=2[N:14]2[CH2:15][CH2:16][N:17]([CH2:20][CH2:21][CH2:22][C:23]3[C:32]4[O:31][CH2:30][C:29]5=[C:33]([C:36]([OH:38])=[O:37])[N:34]=[CH:35][N:28]5[C:27]=4[CH:26]=[CH:25][CH:24]=3)[CH2:18][CH2:19]2)[N:5]=1. The catalyst class is: 5.